From a dataset of Catalyst prediction with 721,799 reactions and 888 catalyst types from USPTO. Predict which catalyst facilitates the given reaction. (1) Reactant: [CH:1]([C:4]1[CH:9]=[CH:8][C:7]([OH:10])=[CH:6][CH:5]=1)([CH3:3])[CH3:2].[C:11](=O)([O-:13])[O-:12].[K+].[K+].Cl. Product: [OH:10][C:7]1[CH:8]=[CH:9][C:4]([CH:1]([CH3:3])[CH3:2])=[CH:5][C:6]=1[C:11]([OH:13])=[O:12]. The catalyst class is: 13. (2) Reactant: [Br:1][C:2]1[CH:10]=[C:9]2[CH:5]([CH2:6][C:7]([CH3:12])([CH3:11])[CH2:8]2)[C:4](=O)[CH:3]=1.C([SiH](CC)CC)C. Product: [Br:1][C:2]1[CH:10]=[C:9]2[C:5](=[CH:4][CH:3]=1)[CH2:6][C:7]([CH3:12])([CH3:11])[CH2:8]2. The catalyst class is: 55. (3) Reactant: O[C:2]1([C:12]2[C:21]([OH:22])=[CH:20][C:15]3[O:16][CH2:17][CH2:18][O:19][C:14]=3[CH:13]=2)[C:10]2[C:5](=[CH:6][CH:7]=[CH:8][CH:9]=2)[NH:4][C:3]1=[O:11].C([SiH](CC)CC)C.FC(F)(F)C(O)=O. Product: [OH:22][C:21]1[C:12]([CH:2]2[C:10]3[C:5](=[CH:6][CH:7]=[CH:8][CH:9]=3)[NH:4][C:3]2=[O:11])=[CH:13][C:14]2[O:19][CH2:18][CH2:17][O:16][C:15]=2[CH:20]=1. The catalyst class is: 4. (4) Product: [Cl:1][C:2]1[CH:17]=[CH:16][CH:15]=[CH:14][C:3]=1[CH2:4][CH:5]1[CH2:6][CH2:7][CH:8]([CH2:11][OH:12])[CH2:9][CH2:10]1. Reactant: [Cl:1][C:2]1[CH:17]=[CH:16][CH:15]=[CH:14][C:3]=1[CH2:4][CH:5]1[CH2:10][CH2:9][CH:8]([C:11](O)=[O:12])[CH2:7][CH2:6]1.[H-].[Al+3].[Li+].[H-].[H-].[H-]. The catalyst class is: 7. (5) Reactant: [CH2:1]([O:8][C:9]([N:11]([CH2:16][CH:17]([NH:19][CH3:20])[CH3:18])[CH2:12][C:13](O)=[O:14])=[O:10])[C:2]1[CH:7]=[CH:6][CH:5]=[CH:4][CH:3]=1.C(Cl)CCl. Product: [CH3:18][CH:17]1[N:19]([CH3:20])[C:13](=[O:14])[CH2:12][N:11]([C:9]([O:8][CH2:1][C:2]2[CH:7]=[CH:6][CH:5]=[CH:4][CH:3]=2)=[O:10])[CH2:16]1. The catalyst class is: 31. (6) Reactant: [C:1]([CH2:3][CH2:4][O:5][C:6](=[O:27])[C:7](=[CH:17][C:18]1[CH:23]=[CH:22][C:21]([N+:24]([O-:26])=[O:25])=[CH:20][CH:19]=1)[C:8](=O)[CH2:9][CH2:10][CH2:11][CH2:12][N:13]=[N+:14]=[N-:15])#[N:2].[NH2:28]/[C:29](/[CH3:35])=[CH:30]\[C:31]([O:33][CH3:34])=[O:32]. Product: [N:13]([CH2:12][CH2:11][CH2:10][CH2:9][C:8]1[NH:28][C:29]([CH3:35])=[C:30]([C:31]([O:33][CH3:34])=[O:32])[CH:17]([C:18]2[CH:23]=[CH:22][C:21]([N+:24]([O-:26])=[O:25])=[CH:20][CH:19]=2)[C:7]=1[C:6]([O:5][CH2:4][CH2:3][C:1]#[N:2])=[O:27])=[N+:14]=[N-:15]. The catalyst class is: 14.